Dataset: Catalyst prediction with 721,799 reactions and 888 catalyst types from USPTO. Task: Predict which catalyst facilitates the given reaction. Reactant: [CH:1]1([C:4]2[CH:11]=[CH:10][C:7]([CH2:8][NH2:9])=[CH:6][CH:5]=2)[CH2:3][CH2:2]1.[CH3:12][O:13][C:14]1[CH:15]=[C:16]([CH2:24][CH2:25][C:26](O)=[O:27])[CH:17]=[CH:18][C:19]=1[O:20][CH2:21][C:22]#[CH:23].CCN=C=NCCCN(C)C.CN(C)C=O. Product: [CH:1]1([C:4]2[CH:5]=[CH:6][C:7]([CH2:8][NH:9][C:26](=[O:27])[CH2:25][CH2:24][C:16]3[CH:17]=[CH:18][C:19]([O:20][CH2:21][C:22]#[CH:23])=[C:14]([O:13][CH3:12])[CH:15]=3)=[CH:10][CH:11]=2)[CH2:2][CH2:3]1. The catalyst class is: 6.